Dataset: Reaction yield outcomes from USPTO patents with 853,638 reactions. Task: Predict the reaction yield, written as a fraction of the theoretical maximum amount of product (1.0 means a 100% yield; for example, 0.34 means a 34% yield). (1) The product is [F:13][CH:14]([F:17])[CH2:15][O:16][C:2]1[N:3]=[C:4]([CH3:12])[C:5]([C:8]([O:10][CH3:11])=[O:9])=[N:6][CH:7]=1. The reactants are Cl[C:2]1[N:3]=[C:4]([CH3:12])[C:5]([C:8]([O:10][CH3:11])=[O:9])=[N:6][CH:7]=1.[F:13][CH:14]([F:17])[CH2:15][OH:16].C(=O)([O-])[O-].[K+].[K+]. The catalyst is O. The yield is 0.201. (2) The reactants are [C:1]([O:5][CH2:6][CH3:7])(=[O:4])[CH:2]=[O:3].[C:8]([C:11]1[CH:16]=[CH:15][CH:14]=[CH:13][N:12]=1)(=[O:10])[CH3:9]. The catalyst is C1(C)C=CC=CC=1. The product is [CH2:6]([O:5][C:1](=[O:4])[CH:2]([OH:3])[CH2:9][C:8](=[O:10])[C:11]1[CH:16]=[CH:15][CH:14]=[CH:13][N:12]=1)[CH3:7]. The yield is 0.440. (3) The reactants are [CH3:1][C:2]1[CH:7]=[C:6]([CH3:8])[NH:5][C:4](=[O:9])[C:3]=1[CH2:10][NH:11][C:12]([C:14]1[CH:19]=[C:18]([C:20]2[CH2:25][CH2:24][N:23](C(OC(C)(C)C)=O)[CH2:22][CH:21]=2)[N:17]=[C:16]2[N:33]([CH:36]([CH3:38])[CH3:37])[N:34]=[CH:35][C:15]=12)=[O:13]. The catalyst is C(Cl)Cl.C(O)(C(F)(F)F)=O. The product is [CH3:1][C:2]1[CH:7]=[C:6]([CH3:8])[NH:5][C:4](=[O:9])[C:3]=1[CH2:10][NH:11][C:12]([C:14]1[C:15]2[CH:35]=[N:34][N:33]([CH:36]([CH3:38])[CH3:37])[C:16]=2[N:17]=[C:18]([C:20]2[CH2:25][CH2:24][NH:23][CH2:22][CH:21]=2)[CH:19]=1)=[O:13]. The yield is 0.664. (4) The reactants are [N+:1]([C:4]1[C:12]([N+:13]([O-])=O)=[CH:11][C:7]2[NH:8][CH:9]=[N:10][C:6]=2[CH:5]=1)([O-])=O.[H][H]. The catalyst is CCO.[Pd]. The product is [NH2:13][C:12]1[C:4]([NH2:1])=[CH:5][C:6]2[NH:10][CH:9]=[N:8][C:7]=2[CH:11]=1. The yield is 0.667. (5) The reactants are Cl[C:2]1[N:7]=[C:6]([NH:8][C:9]2[S:13][N:12]=[C:11]([CH3:14])[C:10]=2[C:15]([NH:17][C:18]2[CH:23]=[CH:22][C:21]([F:24])=[C:20]([F:25])[CH:19]=2)=[O:16])[CH:5]=[N:4][CH:3]=1.[CH:26](B1OB(C=C)OB(C=C)O1)=[CH2:27].N1C=CC=CC=1.C(=O)([O-])[O-].[K+].[K+].CN(C1C(C2C(P(C3CCCCC3)C3CCCCC3)=CC=CC=2)=CC=CC=1)C. The catalyst is C(#N)C.O.C([O-])(=O)C.[Pd+2].C([O-])(=O)C. The product is [F:25][C:20]1[CH:19]=[C:18]([NH:17][C:15]([C:10]2[C:11]([CH3:14])=[N:12][S:13][C:9]=2[NH:8][C:6]2[CH:5]=[N:4][CH:3]=[C:2]([CH:26]=[CH2:27])[N:7]=2)=[O:16])[CH:23]=[CH:22][C:21]=1[F:24]. The yield is 0.350. (6) The reactants are [CH3:1][N:2]1[CH2:7][CH2:6][CH:5]([C:8]([N:10]2[CH2:15][CH2:14][N:13](C(OC(C)(C)C)=O)[CH2:12][CH2:11]2)=[O:9])[CH2:4][CH2:3]1.FC(F)(F)C(O)=O. No catalyst specified. The product is [CH3:1][N:2]1[CH2:7][CH2:6][CH:5]([C:8]([N:10]2[CH2:11][CH2:12][NH:13][CH2:14][CH2:15]2)=[O:9])[CH2:4][CH2:3]1. The yield is 0.570. (7) The reactants are [Br:1][C:2]1[CH:3]=[C:4]([S:8](Cl)(=[O:10])=[O:9])[CH:5]=[CH:6][CH:7]=1.[CH3:12][NH2:13]. The catalyst is C1COCC1. The product is [CH3:12][NH:13][S:8]([C:4]1[CH:5]=[CH:6][CH:7]=[C:2]([Br:1])[CH:3]=1)(=[O:10])=[O:9]. The yield is 0.990.